From a dataset of Full USPTO retrosynthesis dataset with 1.9M reactions from patents (1976-2016). Predict the reactants needed to synthesize the given product. (1) Given the product [C:1]([O:5][C:6](=[O:26])/[C:7](=[CH:11]/[C:12]1[CH:17]=[CH:16][C:15]([N:18]2[CH:22]=[C:21]([CH3:23])[N:20]=[CH:19]2)=[C:14]([O:24][CH3:25])[CH:13]=1)/[CH2:8][CH2:9][NH:10][CH2:31][C:30]1[CH:33]=[CH:34][CH:35]=[C:28]([F:27])[CH:29]=1)([CH3:4])([CH3:3])[CH3:2], predict the reactants needed to synthesize it. The reactants are: [C:1]([O:5][C:6](=[O:26])/[C:7](=[CH:11]/[C:12]1[CH:17]=[CH:16][C:15]([N:18]2[CH:22]=[C:21]([CH3:23])[N:20]=[CH:19]2)=[C:14]([O:24][CH3:25])[CH:13]=1)/[CH2:8][CH2:9][NH2:10])([CH3:4])([CH3:3])[CH3:2].[F:27][C:28]1[CH:29]=[C:30]([CH:33]=[CH:34][CH:35]=1)[CH:31]=O.C(O[BH-](OC(=O)C)OC(=O)C)(=O)C.[Na+].O.C(=O)(O)[O-].[Na+]. (2) The reactants are: [O:1]1[C:5]2[CH:6]=[CH:7][C:8]([C:10]([NH:12][NH2:13])=[O:11])=[CH:9][C:4]=2[CH:3]=[CH:2]1.[CH3:14][O:15][C:16]1[CH:21]=[CH:20][C:19]([CH2:22][C:23](O)=O)=[CH:18][CH:17]=1. Given the product [O:1]1[C:5]2[CH:6]=[CH:7][C:8]([C:10]3[O:11][C:23]([CH2:22][C:19]4[CH:20]=[CH:21][C:16]([O:15][CH3:14])=[CH:17][CH:18]=4)=[N:13][N:12]=3)=[CH:9][C:4]=2[CH:3]=[CH:2]1, predict the reactants needed to synthesize it. (3) Given the product [C:1]([NH:4][C:5]1[S:6][C:7]([F:11])=[CH:8][N:9]=1)(=[O:3])[CH3:2], predict the reactants needed to synthesize it. The reactants are: [C:1]([NH:4][C:5]1[S:6][CH:7]=[CH:8][N:9]=1)(=[O:3])[CH3:2].[B-](F)(F)(F)[F:11].[B-](F)(F)(F)F.C1[N+]2(CCl)CC[N+](F)(CC2)C1. (4) Given the product [CH2:26]([O:17][C:15]1[CH:14]=[CH:13][C:5]2[C:6]([C:7]3[CH:12]=[CH:11][CH:10]=[CH:9][CH:8]=3)=[C:2]([CH3:1])[O:3][C:4]=2[CH:16]=1)[CH:24]=[CH2:25], predict the reactants needed to synthesize it. The reactants are: [CH3:1][C:2]1[O:3][C:4]2[CH:16]=[C:15]([OH:17])[CH:14]=[CH:13][C:5]=2[C:6]=1[C:7]1[CH:12]=[CH:11][CH:10]=[CH:9][CH:8]=1.C(=O)([O-])[O-].[K+].[K+].[CH2:24]([C:26](C)=O)[CH3:25].